Dataset: Forward reaction prediction with 1.9M reactions from USPTO patents (1976-2016). Task: Predict the product of the given reaction. (1) Given the reactants [OH:1][CH2:2][C:3](OC)([O:25]C)[CH2:4][O:5][CH2:6][C:7]1[CH:24]=[CH:23][C:10]([CH:11]=[C:12]2[C:17]3([CH3:21])[C:18]([CH3:20])([CH3:19])[CH:14]([CH2:15][CH2:16]3)[C:13]2=[O:22])=[CH:9][CH:8]=1.C(=O)([O-])O.[Na+], predict the reaction product. The product is: [OH:1][CH2:2][C:3](=[O:25])[CH2:4][O:5][CH2:6][C:7]1[CH:8]=[CH:9][C:10]([CH:11]=[C:12]2[C:17]3([CH3:21])[C:18]([CH3:20])([CH3:19])[CH:14]([CH2:15][CH2:16]3)[C:13]2=[O:22])=[CH:23][CH:24]=1. (2) Given the reactants [OH:1][C:2]1[CH:3]=[C:4]([CH:19]=[CH:20][C:21]=1[OH:22])[CH2:5][NH:6][C:7]1[N:15]=[CH:14][N:13]=[C:12]2[C:8]=1[N:9]=[CH:10][N:11]2[CH:16]([CH3:18])[CH3:17].[Br-:23].[C-]#N.[K+], predict the reaction product. The product is: [OH:1][C:2]1[CH:3]=[C:4]([CH:19]=[CH:20][C:21]=1[OH:22])[CH2:5][NH:6][C:7]1[N:15]=[CH:14][N:13]=[C:12]2[C:8]=1[N:9]=[C:10]([Br:23])[N:11]2[CH:16]([CH3:18])[CH3:17]. (3) Given the reactants Cl[C:2]1[N:10]=[C:9](Cl)[CH:8]=[CH:7][C:3]=1[C:4]([NH2:6])=[O:5].[NH2:12][C:13]1[CH:29]=[CH:28][C:16]([O:17][C:18]2[CH:23]=[CH:22][N:21]=[C:20]([C:24]([NH:26][CH3:27])=[O:25])[CH:19]=2)=[CH:15][CH:14]=1.C(O[C:35](=[O:42])[NH:36][C@@H:37]1[CH2:41][CH2:40][NH:39][CH2:38]1)(C)(C)C.[C:43](O)(=O)[CH:44]=C, predict the reaction product. The product is: [C:35]([NH:36][C@H:37]1[CH2:41][CH2:40][N:39]([C:9]2[CH:8]=[CH:7][C:3]([C:4]([NH2:6])=[O:5])=[C:2]([NH:12][C:13]3[CH:29]=[CH:28][C:16]([O:17][C:18]4[CH:23]=[CH:22][N:21]=[C:20]([C:24](=[O:25])[NH:26][CH3:27])[CH:19]=4)=[CH:15][CH:14]=3)[N:10]=2)[CH2:38]1)(=[O:42])[CH:43]=[CH2:44]. (4) Given the reactants Cl[C:2]1[N:3]=[C:4]2[CH:9]=[CH:8][C:7]([C:10]3[CH:15]=[CH:14][CH:13]=[CH:12][C:11]=3[F:16])=[N:6][N:5]2[CH:17]=1.[CH3:18][C:19]1[C:24]([N+:25]([O-:27])=[O:26])=[CH:23][C:22](B2OC(C)(C)C(C)(C)O2)=[CH:21][N:20]=1.C([O-])([O-])=O.[Na+].[Na+], predict the reaction product. The product is: [F:16][C:11]1[CH:12]=[CH:13][CH:14]=[CH:15][C:10]=1[C:7]1[CH:8]=[CH:9][C:4]2[N:5]([CH:17]=[C:2]([C:22]3[CH:21]=[N:20][C:19]([CH3:18])=[C:24]([N+:25]([O-:27])=[O:26])[CH:23]=3)[N:3]=2)[N:6]=1.